From a dataset of Reaction yield outcomes from USPTO patents with 853,638 reactions. Predict the reaction yield, written as a fraction of the theoretical maximum amount of product (1.0 means a 100% yield; for example, 0.34 means a 34% yield). (1) The reactants are [N:1]12[CH2:8][CH2:7][C:4]([C:9]([C:17]3[CH:22]=[CH:21][CH:20]=[CH:19][CH:18]=3)([C:11]3[CH:16]=[CH:15][CH:14]=[CH:13][CH:12]=3)[OH:10])([CH2:5][CH2:6]1)[CH2:3][CH2:2]2.[Br:23][CH2:24][CH2:25][CH2:26][O:27][C:28]1[CH:33]=[CH:32][C:31]([O:34][CH3:35])=[CH:30][CH:29]=1. The catalyst is CC#N. The product is [Br-:23].[OH:10][C:9]([C:17]1[CH:22]=[CH:21][CH:20]=[CH:19][CH:18]=1)([C:11]1[CH:12]=[CH:13][CH:14]=[CH:15][CH:16]=1)[C:4]12[CH2:5][CH2:6][N+:1]([CH2:24][CH2:25][CH2:26][O:27][C:28]3[CH:33]=[CH:32][C:31]([O:34][CH3:35])=[CH:30][CH:29]=3)([CH2:2][CH2:3]1)[CH2:8][CH2:7]2. The yield is 0.775. (2) The reactants are [NH2:1][N:2]1[C:7]([CH3:8])=[CH:6][N:5]=[C:4]([CH3:9])[C:3]1=[NH2+:10].CC1C=C(C)C=C(C)C=1S([O-])(=O)=O.[OH-].[Na+].[Cl:26][CH2:27][C:28](OC)=O. The catalyst is CCO. The product is [Cl:26][CH2:27][C:28]1[N:10]=[C:3]2[C:4]([CH3:9])=[N:5][CH:6]=[C:7]([CH3:8])[N:2]2[N:1]=1. The yield is 0.363. (3) The reactants are [CH3:1][N:2]([CH3:23])[C:3]1([CH2:16][C:17]2[CH:22]=[CH:21][CH:20]=[CH:19][CH:18]=2)[CH2:8][CH2:7][N:6](CC2C=CC=CC=2)[CH2:5][CH2:4]1.C(O)=O.C([O-])=O.[NH4+]. The catalyst is [Pd].CO. The product is [CH3:23][N:2]([CH3:1])[C:3]1([CH2:16][C:17]2[CH:22]=[CH:21][CH:20]=[CH:19][CH:18]=2)[CH2:4][CH2:5][NH:6][CH2:7][CH2:8]1. The yield is 0.670. (4) The reactants are [Cl:1][C:2]1[CH:7]=[C:6]([F:8])[CH:5]=[CH:4][C:3]=1[C@H:9]1[C:14]([C:15]([O:17][CH3:18])=[O:16])=[C:13]([CH2:19][N:20]2[CH:25]3[CH2:26][NH:27][CH2:28][CH:21]2[CH2:22][O:23][CH2:24]3)[NH:12][C:11]([C:29]2[S:30][CH:31]=[CH:32][N:33]=2)=[N:10]1.C[O:35][C:36]([C:38]1[C@H:39](C2C=CC(F)=CC=2Cl)N=C(C2SC=CN=2)N[C:43]=1CN1C2CN(C(=O)C)CC1COC2)=[O:37].CN([C:73]([O:77]N1N=NC2C=CC=NC1=2)=[N+](C)C)C.F[P-](F)(F)(F)(F)F.C(N(CC)CC)C. The catalyst is ClCCl. The yield is 0.180. The product is [Cl:1][C:2]1[CH:7]=[C:6]([F:8])[CH:5]=[CH:4][C:3]=1[C@H:9]1[C:14]([C:15]([O:17][CH3:18])=[O:16])=[C:13]([CH2:19][N:20]2[C@@H:25]3[CH2:26][N:27]([C:73](=[O:77])[C:38]([CH3:43])([CH3:39])[C:36]([OH:35])=[O:37])[CH2:28][C@H:21]2[CH2:22][O:23][CH2:24]3)[NH:12][C:11]([C:29]2[S:30][CH:31]=[CH:32][N:33]=2)=[N:10]1. (5) The reactants are [F:1][C:2]1[CH:3]=[C:4]([N:9]2[CH2:13][C@H:12]([CH2:14][N:15]3[CH:19]=[C:18]([CH2:20]Br)[N:17]=[N:16]3)[O:11][C:10]2=[O:22])[CH:5]=[CH:6][C:7]=1[I:8].[F-].[K+].[F:25][B-](F)(F)F.C([N+]1C=CN(C)C=1)CCC. The catalyst is C(#N)C.O.C(OCC)(=O)C. The product is [F:1][C:2]1[CH:3]=[C:4]([N:9]2[CH2:13][C@H:12]([CH2:14][N:15]3[CH:19]=[C:18]([CH2:20][F:25])[N:17]=[N:16]3)[O:11][C:10]2=[O:22])[CH:5]=[CH:6][C:7]=1[I:8]. The yield is 0.450. (6) The reactants are [NH2:1][C:2]1[NH:6][N:5]=[CH:4][C:3]=1[C:7]#[N:8].C([O-])([O-])=O.[Cs+].[Cs+].C([O:17][CH:18]=[CH:19][C:20](OCC)=O)C.Cl. The catalyst is CN(C=O)C.O. The product is [OH:17][C:18]1[CH:19]=[CH:20][N:6]2[N:5]=[CH:4][C:3]([C:7]#[N:8])=[C:2]2[N:1]=1. The yield is 0.970. (7) The reactants are [NH:1]1[C:9]2[CH:8]=[CH:7][CH:6]=[C:5]([C:10]([O:12][CH3:13])=[O:11])[C:4]=2[CH:3]=[CH:2]1.[CH2:14](O)[CH:15]=[CH2:16].C(B(CC)CC)C. The catalyst is C1COCC1.C(OCC)(=O)C.C1C=CC([P]([Pd]([P](C2C=CC=CC=2)(C2C=CC=CC=2)C2C=CC=CC=2)([P](C2C=CC=CC=2)(C2C=CC=CC=2)C2C=CC=CC=2)[P](C2C=CC=CC=2)(C2C=CC=CC=2)C2C=CC=CC=2)(C2C=CC=CC=2)C2C=CC=CC=2)=CC=1. The product is [CH2:16]([C:3]1[C:4]2[C:5]([C:10]([O:12][CH3:13])=[O:11])=[CH:6][CH:7]=[CH:8][C:9]=2[NH:1][CH:2]=1)[CH:15]=[CH2:14]. The yield is 0.880. (8) The reactants are [C:1]([C:3]1[CH:8]=[CH:7][CH:6]=[CH:5][C:4]=1[S:9]([N:12]([CH3:37])[CH2:13][C@@H:14](O)[CH2:15][NH:16][C:17]([C@@H:19]([NH:24][C:25]([C:27]1[S:28][C:29]2[CH:35]=[CH:34][CH:33]=[CH:32][C:30]=2[CH:31]=1)=[O:26])[CH2:20][CH:21]([CH3:23])[CH3:22])=[O:18])(=[O:11])=[O:10])#[N:2].[FH:38].F.F.C(N(CC)CC)C.C(N(CC)CC)C. The catalyst is ClCCl. The product is [C:1]([C:3]1[CH:8]=[CH:7][CH:6]=[CH:5][C:4]=1[S:9]([N:12]([CH3:37])[CH2:13][C@H:14]([F:38])[CH2:15][NH:16][C:17]([C@@H:19]([NH:24][C:25]([C:27]1[S:28][C:29]2[CH:35]=[CH:34][CH:33]=[CH:32][C:30]=2[CH:31]=1)=[O:26])[CH2:20][CH:21]([CH3:23])[CH3:22])=[O:18])(=[O:11])=[O:10])#[N:2]. The yield is 0.560. (9) The reactants are [CH3:1][CH:2]1[N:8]([CH3:9])[CH2:7][C:6]2[CH:10]=[CH:11][C:12]([N:14]3[CH2:19][CH2:18][N:17](C(OC(C)(C)C)=O)[CH2:16][CH2:15]3)=[N:13][C:5]=2[O:4][CH2:3]1.[ClH:27].C(OCC)(=O)C. No catalyst specified. The product is [ClH:27].[ClH:27].[ClH:27].[CH3:1][CH:2]1[N:8]([CH3:9])[CH2:7][C:6]2[CH:10]=[CH:11][C:12]([N:14]3[CH2:19][CH2:18][NH:17][CH2:16][CH2:15]3)=[N:13][C:5]=2[O:4][CH2:3]1. The yield is 0.710. (10) The reactants are Cl[C:2]1[C:11]2[C:6](=[CH:7][C:8]([O:14][CH2:15][CH2:16][CH2:17][N:18]3[CH2:22][CH2:21][CH2:20][CH2:19]3)=[C:9]([O:12][CH3:13])[CH:10]=2)[N:5]=[CH:4][N:3]=1.[F:23][C:24]1[CH:32]=[C:31]2[C:27]([CH:28]=[CH:29][NH:30]2)=[CH:26][C:25]=1[OH:33].C(=O)([O-])[O-].[K+].[K+]. The catalyst is CN(C=O)C. The product is [F:23][C:24]1[CH:32]=[C:31]2[C:27]([CH:28]=[CH:29][NH:30]2)=[CH:26][C:25]=1[O:33][C:2]1[C:11]2[C:6](=[CH:7][C:8]([O:14][CH2:15][CH2:16][CH2:17][N:18]3[CH2:22][CH2:21][CH2:20][CH2:19]3)=[C:9]([O:12][CH3:13])[CH:10]=2)[N:5]=[CH:4][N:3]=1. The yield is 0.530.